Dataset: M1 muscarinic receptor agonist screen with 61,833 compounds. Task: Binary Classification. Given a drug SMILES string, predict its activity (active/inactive) in a high-throughput screening assay against a specified biological target. The drug is S=C(N1CCOCC1)c1cn(C(=O)C2CC2)c2c1cccc2. The result is 0 (inactive).